From a dataset of Forward reaction prediction with 1.9M reactions from USPTO patents (1976-2016). Predict the product of the given reaction. Given the reactants [NH2:1][C:2]1[CH:3]=[N:4][CH:5]=[CH:6][C:7]=1[N:8]1[CH2:13][CH2:12][CH2:11][C@H:10]([NH:14][C:15](=[O:21])[O:16][C:17]([CH3:20])([CH3:19])[CH3:18])[CH2:9]1.[Br:22][C:23]1[C:27]2=[N:28][C:29]([C:32](O)=[O:33])=[CH:30][CH:31]=[C:26]2[O:25][CH:24]=1.CCN(C(C)C)C(C)C.CN(C(ON1N=NC2C=CC=NC1=2)=[N+](C)C)C.F[P-](F)(F)(F)(F)F, predict the reaction product. The product is: [Br:22][C:23]1[C:27]2=[N:28][C:29]([C:32]([NH:1][C:2]3[CH:3]=[N:4][CH:5]=[CH:6][C:7]=3[N:8]3[CH2:13][CH2:12][CH2:11][C@H:10]([NH:14][C:15](=[O:21])[O:16][C:17]([CH3:18])([CH3:20])[CH3:19])[CH2:9]3)=[O:33])=[CH:30][CH:31]=[C:26]2[O:25][CH:24]=1.